The task is: Predict which catalyst facilitates the given reaction.. This data is from Catalyst prediction with 721,799 reactions and 888 catalyst types from USPTO. Reactant: [C:1]([C:3](=[C:9](OCC)[CH2:10][CH3:11])[C:4]([O:6][CH2:7][CH3:8])=[O:5])#[N:2].Cl.[CH:16]1([NH:21][NH2:22])[CH2:20][CH2:19][CH2:18][CH2:17]1.C(N(CC)CC)C. Product: [NH2:2][C:1]1[N:21]([CH:16]2[CH2:20][CH2:19][CH2:18][CH2:17]2)[N:22]=[C:9]([CH2:10][CH3:11])[C:3]=1[C:4]([O:6][CH2:7][CH3:8])=[O:5]. The catalyst class is: 5.